This data is from NCI-60 drug combinations with 297,098 pairs across 59 cell lines. The task is: Regression. Given two drug SMILES strings and cell line genomic features, predict the synergy score measuring deviation from expected non-interaction effect. (1) Drug 1: C1=NC2=C(N1)C(=S)N=CN2. Drug 2: CN(C(=O)NC(C=O)C(C(C(CO)O)O)O)N=O. Cell line: HT29. Synergy scores: CSS=23.5, Synergy_ZIP=-6.77, Synergy_Bliss=3.75, Synergy_Loewe=-12.9, Synergy_HSA=1.82. (2) Drug 1: CN1CCC(CC1)COC2=C(C=C3C(=C2)N=CN=C3NC4=C(C=C(C=C4)Br)F)OC. Drug 2: CS(=O)(=O)OCCCCOS(=O)(=O)C. Cell line: CCRF-CEM. Synergy scores: CSS=13.1, Synergy_ZIP=-7.58, Synergy_Bliss=-4.29, Synergy_Loewe=-6.10, Synergy_HSA=-4.63. (3) Drug 1: CCCCCOC(=O)NC1=NC(=O)N(C=C1F)C2C(C(C(O2)C)O)O. Drug 2: CCC1(C2=C(COC1=O)C(=O)N3CC4=CC5=C(C=CC(=C5CN(C)C)O)N=C4C3=C2)O.Cl. Cell line: NCIH23. Synergy scores: CSS=12.0, Synergy_ZIP=1.18, Synergy_Bliss=1.78, Synergy_Loewe=-29.3, Synergy_HSA=-0.874. (4) Drug 1: CN1CCC(CC1)COC2=C(C=C3C(=C2)N=CN=C3NC4=C(C=C(C=C4)Br)F)OC. Drug 2: CC1CCCC2(C(O2)CC(NC(=O)CC(C(C(=O)C(C1O)C)(C)C)O)C(=CC3=CSC(=N3)C)C)C. Cell line: EKVX. Synergy scores: CSS=30.7, Synergy_ZIP=5.32, Synergy_Bliss=7.62, Synergy_Loewe=7.48, Synergy_HSA=7.20. (5) Synergy scores: CSS=8.38, Synergy_ZIP=5.13, Synergy_Bliss=6.61, Synergy_Loewe=-2.98, Synergy_HSA=-0.584. Drug 1: C1=CC(=CC=C1CCCC(=O)O)N(CCCl)CCCl. Cell line: KM12. Drug 2: C1CNP(=O)(OC1)N(CCCl)CCCl. (6) Drug 1: C1=CN(C=N1)CC(O)(P(=O)(O)O)P(=O)(O)O. Drug 2: C(=O)(N)NO. Cell line: MOLT-4. Synergy scores: CSS=4.11, Synergy_ZIP=1.00, Synergy_Bliss=2.93, Synergy_Loewe=2.01, Synergy_HSA=-0.243.